This data is from Full USPTO retrosynthesis dataset with 1.9M reactions from patents (1976-2016). The task is: Predict the reactants needed to synthesize the given product. (1) Given the product [Cl:3][C:4]1[CH:9]=[C:8]([C:10]([CH3:15])([C:12](=[O:14])[CH3:13])[CH3:11])[CH:7]=[CH:6][C:5]=1[S:16]([NH2:1])(=[O:18])=[O:17], predict the reactants needed to synthesize it. The reactants are: [NH4+:1].[OH-].[Cl:3][C:4]1[CH:9]=[C:8]([C:10]([CH3:15])([C:12](=[O:14])[CH3:13])[CH3:11])[CH:7]=[CH:6][C:5]=1[S:16](Cl)(=[O:18])=[O:17]. (2) The reactants are: [Al+3].[Cl-].[Cl-].[Cl-].[Cl:5][C:6]1[CH:11]=[CH:10][CH:9]=[C:8]([Cl:12])[C:7]=1[C:13]#[C:14][Si](C)(C)C.[C:19](Cl)(=[O:21])[CH3:20]. Given the product [Cl:5][C:6]1[CH:11]=[CH:10][CH:9]=[C:8]([Cl:12])[C:7]=1[C:13]#[C:14][C:19](=[O:21])[CH3:20], predict the reactants needed to synthesize it.